Dataset: Forward reaction prediction with 1.9M reactions from USPTO patents (1976-2016). Task: Predict the product of the given reaction. (1) Given the reactants [C:1]([O:5][C:6]([N:8]1[C@H:12]([CH2:13][OH:14])[CH2:11][C@@H:10]([CH3:15])[C:9]1=[O:16])=[O:7])([CH3:4])([CH3:3])[CH3:2].C(#N)C.C(Cl)(Cl)(Cl)Cl.O.I([O-])(=O)(=O)=[O:27].[Na+].ClCCl, predict the reaction product. The product is: [C:1]([O:5][C:6]([N:8]1[C@H:12]([C:13]([OH:27])=[O:14])[CH2:11][C@@H:10]([CH3:15])[C:9]1=[O:16])=[O:7])([CH3:4])([CH3:2])[CH3:3]. (2) Given the reactants [F:1][C:2]1[CH:3]=[C:4]([C:11]2[CH:16]=[CH:15][C:14]([CH:17]([C:29]3[CH:34]=[CH:33][CH:32]=[CH:31][C:30]=3[CH3:35])[CH2:18][C:19](=[N:27][OH:28])[C:20]3[CH:25]=[CH:24][N:23]=[C:22]([CH3:26])[CH:21]=3)=[CH:13][CH:12]=2)[CH:5]=[CH:6][C:7]=1[C:8]([OH:10])=[O:9].Cl, predict the reaction product. The product is: [F:1][C:2]1[CH:3]=[C:4]([C:11]2[CH:16]=[CH:15][C:14]([CH:17]([C:29]3[CH:34]=[CH:33][CH:32]=[CH:31][C:30]=3[CH3:35])[CH2:18]/[C:19](=[N:27]\[OH:28])/[C:20]3[CH:25]=[CH:24][N:23]=[C:22]([CH3:26])[CH:21]=3)=[CH:13][CH:12]=2)[CH:5]=[CH:6][C:7]=1[C:8]([OH:10])=[O:9]. (3) Given the reactants C(O)C.[ClH:4].C(O)C.[CH3:8][N:9]1[C:18]2[C:13](=[CH:14][C:15]([O:19][CH2:20][CH2:21][N:22]([CH2:30][CH2:31][C:32]3[CH:33]=[N:34][CH:35]=[CH:36][CH:37]=3)[CH2:23][C:24]3[CH:25]=[N:26][CH:27]=[CH:28][CH:29]=3)=[CH:16][CH:17]=2)[CH:12]=[CH:11][C:10]1=[O:38], predict the reaction product. The product is: [ClH:4].[ClH:4].[ClH:4].[CH3:8][N:9]1[C:18]2[C:13](=[CH:14][C:15]([O:19][CH2:20][CH2:21][N:22]([CH2:30][CH2:31][C:32]3[CH:33]=[N:34][CH:35]=[CH:36][CH:37]=3)[CH2:23][C:24]3[CH:25]=[N:26][CH:27]=[CH:28][CH:29]=3)=[CH:16][CH:17]=2)[CH:12]=[CH:11][C:10]1=[O:38]. (4) Given the reactants [C:1]([N:8]1[CH2:13][CH2:12][N:11]2[CH2:14][C@H:15]([CH2:18][OH:19])[CH2:16][CH2:17][C@H:10]2[CH2:9]1)(OC(C)(C)C)=O.[F:20][C:21]1[CH:22]=[C:23](O)[CH:24]=[C:25]([F:27])[CH:26]=1.[Cl:29][C:30]1[N:31]=[N:32]C(Cl)=[CH:34][CH:35]=1, predict the reaction product. The product is: [F:20][C:21]1[CH:22]=[C:23]([CH:24]=[C:25]([F:27])[CH:26]=1)[O:19][CH2:18][C@H:15]1[CH2:14][N:11]2[CH2:12][CH2:13][N:8]([C:1]3[N:32]=[N:31][C:30]([Cl:29])=[CH:35][CH:34]=3)[CH2:9][C@@H:10]2[CH2:17][CH2:16]1. (5) Given the reactants [CH3:1][S:2][C:3]1[N:12]=[CH:11][C:10]2[CH2:9][CH2:8][C:7]3[C:13]([C:35]([O:37][CH2:38][CH3:39])=[O:36])=[N:14][N:15](C(C4C=CC=CC=4)(C4C=CC=CC=4)C4C=CC=CC=4)[C:6]=3[C:5]=2[N:4]=1.FC(F)(F)C(O)=O, predict the reaction product. The product is: [CH3:1][S:2][C:3]1[N:12]=[CH:11][C:10]2[CH2:9][CH2:8][C:7]3[C:13]([C:35]([O:37][CH2:38][CH3:39])=[O:36])=[N:14][NH:15][C:6]=3[C:5]=2[N:4]=1. (6) Given the reactants [Br:1][C:2]1[CH:3]=[C:4]([CH2:8][CH2:9][OH:10])[CH:5]=[CH:6][CH:7]=1.CC(OI1(OC(C)=O)(OC(C)=O)OC(=O)C2C=CC=CC1=2)=O.S([O-])([O-])(=O)=S.[Na+].[Na+].C([O-])(O)=O.[Na+], predict the reaction product. The product is: [Br:1][C:2]1[CH:3]=[C:4]([CH2:8][CH:9]=[O:10])[CH:5]=[CH:6][CH:7]=1. (7) Given the reactants [Br:1][C:2]1[CH:3]=[C:4]2[C:10]([C:11](=O)[CH2:12]Cl)=[CH:9][NH:8][C:5]2=[N:6][CH:7]=1.[NH2:15][C:16]([NH2:18])=[S:17], predict the reaction product. The product is: [Br:1][C:2]1[CH:3]=[C:4]2[C:10]([C:11]3[N:15]=[C:16]([NH2:18])[S:17][CH:12]=3)=[CH:9][NH:8][C:5]2=[N:6][CH:7]=1. (8) Given the reactants [OH:1][C:2]1[CH:3]=[CH:4][CH:5]=[C:6]2[C:11]=1[CH:10]=[C:9]([C:12]([O:14][CH3:15])=[O:13])[CH:8]=[CH:7]2.N1C=CC=CC=1.[F:22][C:23]([F:36])([F:35])[S:24](O[S:24]([C:23]([F:36])([F:35])[F:22])(=[O:26])=[O:25])(=[O:26])=[O:25].C(OCC)C, predict the reaction product. The product is: [F:22][C:23]([F:36])([F:35])[S:24]([O:1][C:2]1[CH:3]=[CH:4][CH:5]=[C:6]2[C:11]=1[CH:10]=[C:9]([C:12]([O:14][CH3:15])=[O:13])[CH:8]=[CH:7]2)(=[O:26])=[O:25]. (9) Given the reactants [CH:1]1[C:6]([C:7]([OH:9])=[O:8])=[CH:5][CH:4]=[C:3]([NH2:10])[CH:2]=1.[P:11](=[O:15])([OH:14])([OH:13])[OH:12], predict the reaction product. The product is: [P:11]([O-:15])([O-:14])([O-:13])=[O:12].[CH:1]1[C:6]([C:7]([OH:9])=[O:8])=[CH:5][CH:4]=[C:3]([NH2:10])[CH:2]=1.